Dataset: Catalyst prediction with 721,799 reactions and 888 catalyst types from USPTO. Task: Predict which catalyst facilitates the given reaction. (1) Reactant: [N:1]1([C:7]([O:9][C:10]([CH3:13])([CH3:12])[CH3:11])=[O:8])[CH2:6][CH2:5][NH:4][CH2:3][CH2:2]1.Br[CH2:15][C:16]1[CH:17]=[CH:18][C:19]([F:22])=[N:20][CH:21]=1. Product: [F:22][C:19]1[N:20]=[CH:21][C:16]([CH2:15][N:4]2[CH2:5][CH2:6][N:1]([C:7]([O:9][C:10]([CH3:13])([CH3:12])[CH3:11])=[O:8])[CH2:2][CH2:3]2)=[CH:17][CH:18]=1. The catalyst class is: 9. (2) Reactant: [CH2:1]([C:3]12[CH2:23][CH2:22][C:17]3([O:21][CH2:20][CH2:19][O:18]3)[CH2:16][CH:4]1[CH2:5][CH2:6][CH2:7][C:8]1[CH:13]=[C:12]([NH2:14])[C:11]([CH3:15])=[CH:10][C:9]=12)[CH3:2].[C:24]([O-])(=[O:26])[CH3:25].[K+].C(OC(=O)C)(=O)C.C([O-])(O)=O.[Na+]. Product: [CH2:1]([C@:3]12[CH2:23][CH2:22][C:17]3([O:18][CH2:19][CH2:20][O:21]3)[CH2:16][C@H:4]1[CH2:5][CH2:6][CH2:7][C:8]1[CH:13]=[C:12]([NH:14][C:24](=[O:26])[CH3:25])[C:11]([CH3:15])=[CH:10][C:9]=12)[CH3:2]. The catalyst class is: 2. (3) Reactant: [CH3:1][S:2](Cl)(=[O:4])=[O:3].[Br:6][C:7]1[CH:8]=[C:9]([C:14]2([C:22]3[CH:27]=[CH:26][C:25]([OH:28])=[CH:24][CH:23]=3)[NH:18][C:17](=[S:19])[N:16]([CH3:20])[C:15]2=[O:21])[CH:10]=[CH:11][C:12]=1[F:13].C(N(CC)CC)C. Product: [CH3:1][S:2]([O:28][C:25]1[CH:26]=[CH:27][C:22]([C:14]2([C:9]3[CH:10]=[CH:11][C:12]([F:13])=[C:7]([Br:6])[CH:8]=3)[C:15](=[O:21])[N:16]([CH3:20])[C:17](=[S:19])[NH:18]2)=[CH:23][CH:24]=1)(=[O:4])=[O:3]. The catalyst class is: 4. (4) Reactant: C(N(CC)CC)C.[C:8]([Si:12](Cl)([CH3:14])[CH3:13])([CH3:11])([CH3:10])[CH3:9].[Cl:16][C:17]1[C:18](=[O:32])[NH:19][C:20](=[O:31])[C:21]=1[C:22]1[CH:27]=[CH:26][CH:25]=[C:24]([N+:28]([O-:30])=[O:29])[CH:23]=1. Product: [Si:12]([N:19]1[C:20](=[O:31])[C:21]([C:22]2[CH:27]=[CH:26][CH:25]=[C:24]([N+:28]([O-:30])=[O:29])[CH:23]=2)=[C:17]([Cl:16])[C:18]1=[O:32])([C:8]([CH3:11])([CH3:10])[CH3:9])([CH3:14])[CH3:13]. The catalyst class is: 4. (5) Reactant: [NH:1]1[CH2:6][CH2:5][O:4][CH2:3][CH2:2]1.C(O)(=O)C.[F:11][C:12]1[CH:13]=[C:14]([CH2:19][O:20][C:21]2[CH:35]=[CH:34][C:33]([CH:36]=O)=[CH:32][C:22]=2[C:23]([NH:25][C:26]2[CH:31]=[CH:30][N:29]=[N:28][CH:27]=2)=[O:24])[CH:15]=[CH:16][C:17]=1[F:18].C(O[BH-](OC(=O)C)OC(=O)C)(=O)C.[Na+].C(=O)([O-])O.[Na+]. Product: [F:11][C:12]1[CH:13]=[C:14]([CH2:19][O:20][C:21]2[CH:35]=[CH:34][C:33]([CH2:36][N:1]3[CH2:6][CH2:5][O:4][CH2:3][CH2:2]3)=[CH:32][C:22]=2[C:23]([NH:25][C:26]2[CH:31]=[CH:30][N:29]=[N:28][CH:27]=2)=[O:24])[CH:15]=[CH:16][C:17]=1[F:18]. The catalyst class is: 417. (6) Reactant: Br[C:2]1[CH:3]=[N:4][CH:5]=[CH:6][CH:7]=1.O.[C:9]([N:16]1[CH2:21][CH:20]=[C:19](B2OC(C)(C)C(C)(C)O2)[CH2:18][CH2:17]1)([O:11][C:12]([CH3:15])([CH3:14])[CH3:13])=[O:10].C(=O)([O-])[O-].[Na+].[Na+]. Product: [N:4]1[CH:5]=[CH:6][CH:7]=[C:2]([C:19]2[CH2:20][CH2:21][N:16]([C:9]([O:11][C:12]([CH3:15])([CH3:14])[CH3:13])=[O:10])[CH2:17][CH:18]=2)[CH:3]=1. The catalyst class is: 564.